Dataset: Experimentally validated miRNA-target interactions with 360,000+ pairs, plus equal number of negative samples. Task: Binary Classification. Given a miRNA mature sequence and a target amino acid sequence, predict their likelihood of interaction. (1) The miRNA is hsa-miR-516b-5p with sequence AUCUGGAGGUAAGAAGCACUUU. The protein sequence of the target gene is MMHQIYSCSDENIEVFTTVIPSKVSSPARRRAKSSQHLLTKNVVIESDLYTHQPLELLPHRGDRRDPGDRRRFGRLQTARPPTAHPAKASARPVGISEPKTSNLCGNRAYGKSLIPPVPRISVKTSASASLEATAMGTEKGAVLMRGSRHLKKMTEEYPALPQGAEASLPLTGSASCGVPGILRKMWTRHKKKSEYVGATNSAFEAD. Result: 0 (no interaction). (2) Result: 0 (no interaction). The protein sequence of the target gene is MTEKAPEPHVEEDDDDELDSKLNYKPPPQKSLKELQEMDKDDESLIKYKKTLLGDGPVVTDPKAPNVVVTRLTLVCESAPGPITMDLTGDLEALKKETIVLKEGSEYRVKIHFKVNRDIVSGLKYVQHTYRTGVKVDKATFMVGSYGPRPEEYEFLTPVEEAPKGMLARGTYHNKSFFTDDDKQDHLSWEWNLSIKKEWTE. The miRNA is mmu-miR-532-5p with sequence CAUGCCUUGAGUGUAGGACCGU. (3) The miRNA is hsa-miR-450a-5p with sequence UUUUGCGAUGUGUUCCUAAUAU. The protein sequence of the target gene is MSDTILGFNKSNVVLAAGIAGAAFLGYCIYFDHKRINAPDYKDKIRQKRRAQAGAGGMAPRRPAAAGNDAAPDVTDPSQMQRFFLQEVQLGEELMAAGNVDEGAVHIANAVMLCGESQQLLSIFQQTLSEDQFRAVVQQLPSTRERLAEMFGAKADEAENEPPMVQYLGDGPPPAQIQELIDDTDDLE. Result: 0 (no interaction). (4) The miRNA is hsa-miR-6772-3p with sequence UUGCUCCUGACUCUGUGCCCACA. The protein sequence of the target gene is MVSWDKAHLGPKYVGLWDFKARTDEELSFQAGDLLHVTKKEELWWWATLLDAEGKALAEGYVPHNYLAEKETVESEPWFFGCISRSEAMHRLQAEDNSKGAFLIRVSQKPGADYVLSVRDAQAVRHYRIWKNNEGRLHLNEAVSFSNLSELVDYHKTQSLSHGLQLSMPCWKHKTEPLPHWDDWERPREEFTLCKKLGAGYFGEVFEALWKGQVHVAVKVISRDNLLHQHTFQAEIQAMKKLRHKHILSLYAVATAGDPVYIITELMPKGNLLQLLRDSDEKALPILELVDFASQVAEGM.... Result: 0 (no interaction). (5) The miRNA is hsa-miR-4475 with sequence CAAGGGACCAAGCAUUCAUUAU. The protein sequence of the target gene is MASPRELTQNPLKKIWMPYSNGRPALHACQRGVCMTNCPTLIVMVGLPARGKTYISKKLTRYLNWIGVPTREFNVGQYRRDVVKTYKSFEFFLPDNEEGLKIRKQCALAALRDVRRFLSEEGGHVAVFDATNTTRERRATIFNFGEQNGYKTFFVESICVDPEVIAANIVQVKLGSPDYVNRDSDEATEDFMRRIECYENSYESLDEDLDRDLSYIKIMDVGQSYVVNRVADHIQSRIVYYLMNIHVTPRSIYLCRHGESELNLKGRIGGDPGLSPRGREFAKSLAQFISDQNIKDLKVW.... Result: 0 (no interaction).